Predict the reaction yield, written as a fraction of the theoretical maximum amount of product (1.0 means a 100% yield; for example, 0.34 means a 34% yield). From a dataset of Reaction yield outcomes from USPTO patents with 853,638 reactions. (1) The catalyst is C([O-])(=O)C.C([O-])(=O)C.[Pd+2].O1CCOCC1. The product is [C:21]1([C:27](=[N:28][C:2]2[N:3]=[CH:4][C:5]([N:8]3[CH2:13][CH2:12][N:11]([C:14]([O:16][C:17]([CH3:20])([CH3:19])[CH3:18])=[O:15])[CH2:10][CH2:9]3)=[N:6][CH:7]=2)[C:29]2[CH:30]=[CH:31][CH:32]=[CH:33][CH:34]=2)[CH:26]=[CH:25][CH:24]=[CH:23][CH:22]=1. The yield is 0.750. The reactants are Br[C:2]1[N:3]=[CH:4][C:5]([N:8]2[CH2:13][CH2:12][N:11]([C:14]([O:16][C:17]([CH3:20])([CH3:19])[CH3:18])=[O:15])[CH2:10][CH2:9]2)=[N:6][CH:7]=1.[C:21]1([C:27]([C:29]2[CH:34]=[CH:33][CH:32]=[CH:31][CH:30]=2)=[NH:28])[CH:26]=[CH:25][CH:24]=[CH:23][CH:22]=1.C1C=CC(P(C2C=CC3C(=CC=CC=3)C=2C2C3C(=CC=CC=3)C=CC=2P(C2C=CC=CC=2)C2C=CC=CC=2)C2C=CC=CC=2)=CC=1.C([O-])([O-])=O.[Cs+].[Cs+]. (2) The reactants are [C:1](O)([C:3]([F:6])([F:5])[F:4])=[O:2].[O:8]=[C:9]1[C:29]2[C:24](=[CH:25][CH:26]=[CH:27][CH:28]=2)[C:11]2([CH2:16][CH2:15][N:14](C(OC(C)(C)C)=O)[CH2:13][CH2:12]2)[CH2:10]1.C(N(CC)CC)C.FC(F)(F)C(OC(=O)C(F)(F)F)=O. The catalyst is ClCCl.CN(C1C=CN=CC=1)C. The product is [F:4][C:3]([F:6])([F:5])[C:1]([N:14]1[CH2:15][CH2:16][C:11]2([C:24]3[C:29](=[CH:28][CH:27]=[CH:26][CH:25]=3)[C:9](=[O:8])[CH2:10]2)[CH2:12][CH2:13]1)=[O:2]. The yield is 0.920. (3) The catalyst is CN(C=O)C. The yield is 0.750. The product is [CH2:3]([O:7][C:8]1[CH:9]=[C:10]([CH:14]([C:17]([O:19][C:20]([CH3:22])([CH3:21])[CH3:23])=[O:18])[CH2:15][NH:16][CH2:25][C:26]([N:28]([CH3:30])[CH3:29])=[O:27])[CH:11]=[CH:12][CH:13]=1)[CH2:4][CH2:5][CH3:6]. The reactants are [H-].[Na+].[CH2:3]([O:7][C:8]1[CH:9]=[C:10]([CH:14]([C:17]([O:19][C:20]([CH3:23])([CH3:22])[CH3:21])=[O:18])[CH2:15][NH2:16])[CH:11]=[CH:12][CH:13]=1)[CH2:4][CH2:5][CH3:6].Cl[CH2:25][C:26]([N:28]([CH3:30])[CH3:29])=[O:27].O. (4) The reactants are [CH2:1]([O:3][C:4]([C:6]1[S:7][C:8]([C:12]([O:14][CH2:15][CH3:16])=[O:13])=[CH:9][C:10]=1[NH2:11])=[O:5])[CH3:2].[CH2:17]([N:24]=[C:25]=[O:26])[C:18]1[CH:23]=[CH:22][CH:21]=[CH:20][CH:19]=1. The catalyst is CN(C)C1C=CN=CC=1.N1C=CC=CC=1. The product is [CH2:1]([O:3][C:4]([C:6]1[S:7][C:8]([C:12]([O:14][CH2:15][CH3:16])=[O:13])=[CH:9][C:10]=1[NH:11][C:25]([NH:24][CH2:17][C:18]1[CH:23]=[CH:22][CH:21]=[CH:20][CH:19]=1)=[O:26])=[O:5])[CH3:2]. The yield is 0.770. (5) The reactants are [NH2:1][C@H:2]1[C@@H:7]([CH2:8]O)[CH2:6][CH2:5][N:4]([C:10]([O:12][C:13]([CH3:16])([CH3:15])[CH3:14])=[O:11])[CH2:3]1.C(N(CC)CC)C.[N+:24]([C:27]1[CH:32]=[CH:31][CH:30]=[CH:29][C:28]=1[S:33](Cl)(=[O:35])=[O:34])([O-:26])=[O:25]. The catalyst is C(Cl)Cl. The product is [N+:24]([C:27]1[CH:32]=[CH:31][CH:30]=[CH:29][C:28]=1[S:33]([N:1]1[C@H:2]2[C@H:7]([CH2:6][CH2:5][N:4]([C:10]([O:12][C:13]([CH3:16])([CH3:15])[CH3:14])=[O:11])[CH2:3]2)[CH2:8]1)(=[O:35])=[O:34])([O-:26])=[O:25]. The yield is 0.700. (6) The reactants are [NH2:1][C:2]1[CH:7]=[CH:6][CH:5]=[CH:4][C:3]=1[C:8]1[NH:9][C:10]2[C:15]([CH:16]=1)=[CH:14][CH:13]=[CH:12][CH:11]=2.[C:17](O)(=[O:26])[CH2:18][CH2:19][C:20]1[CH:25]=[CH:24][CH:23]=[CH:22][CH:21]=1. No catalyst specified. The product is [NH:9]1[C:10]2[C:15](=[CH:14][CH:13]=[CH:12][CH:11]=2)[CH:16]=[C:8]1[C:3]1[CH:4]=[CH:5][CH:6]=[CH:7][C:2]=1[NH:1][C:17](=[O:26])[CH2:18][CH2:19][C:20]1[CH:25]=[CH:24][CH:23]=[CH:22][CH:21]=1. The yield is 0.540. (7) The reactants are [F:1][C:2]1[CH:3]=[CH:4][CH:5]=[C:6]2[C:11]=1[N:10]=[CH:9][CH:8]=[C:7]2[NH:12][C:13]([NH:15][C:16]1[CH:21]=[CH:20][CH:19]=[C:18](I)[N:17]=1)=[O:14].[O:23]1[CH2:28][CH:27]=[C:26](B2OC(C)(C)C(C)(C)O2)[CH2:25][CH2:24]1.C(=O)([O-])[O-].[Na+].[Na+]. The catalyst is CN(C=O)C.[Pd].C1(P(C2C=CC=CC=2)C2C=CC=CC=2)C=CC=CC=1.C1(P(C2C=CC=CC=2)C2C=CC=CC=2)C=CC=CC=1.C1(P(C2C=CC=CC=2)C2C=CC=CC=2)C=CC=CC=1.C1(P(C2C=CC=CC=2)C2C=CC=CC=2)C=CC=CC=1. The product is [O:23]1[CH2:24][CH:25]=[C:26]([C:18]2[N:17]=[C:16]([NH:15][C:13]([NH:12][C:7]3[C:6]4[C:11](=[C:2]([F:1])[CH:3]=[CH:4][CH:5]=4)[N:10]=[CH:9][CH:8]=3)=[O:14])[CH:21]=[CH:20][CH:19]=2)[CH2:27][CH2:28]1. The yield is 0.190.